Dataset: Peptide-MHC class I binding affinity with 185,985 pairs from IEDB/IMGT. Task: Regression. Given a peptide amino acid sequence and an MHC pseudo amino acid sequence, predict their binding affinity value. This is MHC class I binding data. (1) The peptide sequence is YLGTALMGA. The MHC is HLA-A02:03 with pseudo-sequence HLA-A02:03. The binding affinity (normalized) is 1.00. (2) The peptide sequence is GYDRRGEKY. The MHC is HLA-B08:01 with pseudo-sequence HLA-B08:01. The binding affinity (normalized) is 0.0847.